From a dataset of Forward reaction prediction with 1.9M reactions from USPTO patents (1976-2016). Predict the product of the given reaction. (1) Given the reactants [CH3:1][O:2][C:3]([NH:5][C@@H:6]1[CH:14]2[C:15](=[O:54])[CH2:16][C@H:17]([C:19]3[NH:20][C:21]([C:24]4[CH:29]=[CH:28][C:27]([C:30]5[CH:35]=[CH:34][C:33]([C:36]6[NH:40][C:39]([C@@H:41]7[CH2:46][O:45][CH2:44][CH2:43][N:42]7C(OC(C)(C)C)=O)=[N:38][CH:37]=6)=[CH:32][CH:31]=5)=[CH:26][CH:25]=4)=[CH:22][N:23]=3)[CH2:18][N:12]3[C:13]2=[C:9]([CH:10]=[CH:11]3)[CH2:8][CH2:7]1)=[O:4].C(O)(C(F)(F)F)=O, predict the reaction product. The product is: [NH:42]1[CH2:43][CH2:44][O:45][CH2:46][C@H:41]1[C:39]1[NH:40][C:36]([C:33]2[CH:32]=[CH:31][C:30]([C:27]3[CH:28]=[CH:29][C:24]([C:21]4[NH:20][C:19]([C@@H:17]5[CH2:18][N:12]6[C:13]7[CH:14]([C@@H:6]([NH:5][C:3](=[O:4])[O:2][CH3:1])[CH2:7][CH2:8][C:9]=7[CH:10]=[CH:11]6)[C:15](=[O:54])[CH2:16]5)=[N:23][CH:22]=4)=[CH:25][CH:26]=3)=[CH:35][CH:34]=2)=[CH:37][N:38]=1. (2) Given the reactants C([O:3][C:4]([C:6]1[C:7]([N:23]([CH2:26][CH3:27])[CH2:24][CH3:25])=[N:8][C:9]2[C:14]([C:15]=1[C:16]1[CH:21]=[CH:20][CH:19]=[CH:18][CH:17]=1)=[CH:13][C:12]([Cl:22])=[CH:11][CH:10]=2)=[O:5])C.[Li+].[I-], predict the reaction product. The product is: [Cl:22][C:12]1[CH:13]=[C:14]2[C:9](=[CH:10][CH:11]=1)[N:8]=[C:7]([N:23]([CH2:26][CH3:27])[CH2:24][CH3:25])[C:6]([C:4]([OH:5])=[O:3])=[C:15]2[C:16]1[CH:17]=[CH:18][CH:19]=[CH:20][CH:21]=1. (3) Given the reactants [NH2:1][C@H:2]([CH2:4]O)[CH3:3].C(N(CC)CC)C.[CH2:13]([O:15][P:16](Cl)([O:18][CH2:19][CH3:20])=[O:17])[CH3:14].ClCCl.CO.[NH4+].[OH-].C(Cl)(Cl)Cl.CO.[NH4+].[OH-].[O-][Mn](=O)(=O)=O.[K+].CS(Cl)(=O)=O.[OH-].[K+], predict the reaction product. The product is: [CH3:4][CH:2]1[CH2:3][N@@:1]1[P:16](=[O:17])([O:18][CH2:19][CH3:20])[O:15][CH2:13][CH3:14].